Task: Predict the reaction yield, written as a fraction of the theoretical maximum amount of product (1.0 means a 100% yield; for example, 0.34 means a 34% yield).. Dataset: Reaction yield outcomes from USPTO patents with 853,638 reactions (1) The reactants are [CH:1]1([C@H:4]([NH:6][C:7]2[C:16]3[C:11](=[CH:12][C:13](I)=[CH:14][CH:15]=3)[N:10]=[N:9][C:8]=2[C:18]([NH2:20])=[O:19])[CH3:5])[CH2:3][CH2:2]1.[Br:21][C:22]1[CH:23]=[CH:24][C:25](OC)=[C:26](B(O)O)[CH:27]=1.[C:33]([O-:36])([O-])=O.[K+].[K+].O1[CH2:44][CH2:43][O:42][CH2:41]C1. The catalyst is C(Cl)Cl.O.C1C=CC([P]([Pd]([P](C2C=CC=CC=2)(C2C=CC=CC=2)C2C=CC=CC=2)([P](C2C=CC=CC=2)(C2C=CC=CC=2)C2C=CC=CC=2)[P](C2C=CC=CC=2)(C2C=CC=CC=2)C2C=CC=CC=2)(C2C=CC=CC=2)C2C=CC=CC=2)=CC=1. The product is [Br:21][C:22]1[CH:23]=[CH:24][C:25]([C:1]2[CH:4]=[CH:44][C:43]([O:42][CH3:41])=[C:3]([C:13]3[CH:12]=[C:11]4[C:16]([C:7]([NH:6][C@@H:4]([CH:1]5[CH2:3][CH2:2]5)[CH3:5])=[C:8]([C:18]([NH2:20])=[O:19])[N:9]=[N:10]4)=[CH:15][CH:14]=3)[CH:2]=2)=[C:26]([O:36][CH3:33])[CH:27]=1. The yield is 0.0100. (2) The reactants are C(O[CH:5]1[C@@H:10]([O:11][C:12](=[O:14])[CH3:13])[C@H:9]([O:15][C:16](=[O:18])[CH3:17])[C@@H:8]([O:19][C:20](=[O:22])[CH3:21])[C@H:7]([C:23]2[CH:28]=[CH:27][C:26]([Cl:29])=[C:25]([CH2:30][C:31]3[CH:40]=[CH:39][C:34]4[O:35][CH2:36][CH2:37][O:38][C:33]=4[CH:32]=3)[CH:24]=2)[O:6]1)(=O)C.N[C:42](N)=[S:43].[Si](OS(C(F)(F)F)(=O)=O)(C)(C)C.CI.CCN(C(C)C)C(C)C. The catalyst is O1CCOCC1.CCOC(C)=O. The product is [C:20]([O:19][C@@H:8]1[C@@H:9]([O:15][C:16](=[O:18])[CH3:17])[C@H:10]([O:11][C:12](=[O:14])[CH3:13])[C@@H:5]([S:43][CH3:42])[O:6][C@H:7]1[C:23]1[CH:28]=[CH:27][C:26]([Cl:29])=[C:25]([CH2:30][C:31]2[CH:40]=[CH:39][C:34]3[O:35][CH2:36][CH2:37][O:38][C:33]=3[CH:32]=2)[CH:24]=1)(=[O:22])[CH3:21]. The yield is 0.300. (3) The reactants are [O:1]=[C:2]1[CH:6]=[CH:5][C:4](=[O:7])[N:3]1[CH2:8][CH2:9][CH2:10][CH2:11][CH2:12][C:13]([NH:15][CH2:16][CH2:17][C:18]1[C:26]2[C:21](=[CH:22][CH:23]=[C:24]([O:27][CH3:28])[CH:25]=2)[NH:20][CH:19]=1)=[O:14].[NH2:29][C@H:30]([C:33]([OH:35])=[O:34])[CH2:31][SH:32]. The catalyst is CN(C)C=O. The product is [NH2:29][C@@H:30]([CH2:31][S:32][CH:5]1[CH2:6][C:2](=[O:1])[N:3]([CH2:8][CH2:9][CH2:10][CH2:11][CH2:12][C:13]([NH:15][CH2:16][CH2:17][C:18]2[C:26]3[C:21](=[CH:22][CH:23]=[C:24]([O:27][CH3:28])[CH:25]=3)[NH:20][CH:19]=2)=[O:14])[C:4]1=[O:7])[C:33]([OH:35])=[O:34]. The yield is 0.247. (4) The reactants are [CH3:1][O:2][CH2:3][C@H:4]1[CH2:8][N:7]([C:9]([O:11][C:12]([CH3:15])([CH3:14])[CH3:13])=[O:10])[C@H:6]([C:16]2[NH:20][C:19]3[C:21]4[C:26]([CH:27]=[CH:28][C:18]=3[N:17]=2)=[CH:25][C:24]2[C:29]3[C:34]([CH2:35][O:36][C:23]=2[CH:22]=4)=[CH:33][C:32](B2OC(C)(C)C(C)(C)O2)=[CH:31][CH:30]=3)[CH2:5]1.Br[C:47]1[NH:51][C:50]([C@@H:52]2[CH2:56][CH2:55][CH2:54][N:53]2[C:57](=[O:67])[C@@H:58]([NH:62][C:63](=[O:66])[O:64][CH3:65])[CH:59]([CH3:61])[CH3:60])=[N:49][CH:48]=1.C(=O)([O-])[O-].[K+].[K+]. The catalyst is COCCOC.CN(C)C=O.[Pd].C1(P(C2C=CC=CC=2)C2C=CC=CC=2)C=CC=CC=1.C1(P(C2C=CC=CC=2)C2C=CC=CC=2)C=CC=CC=1.C1(P(C2C=CC=CC=2)C2C=CC=CC=2)C=CC=CC=1.C1(P(C2C=CC=CC=2)C2C=CC=CC=2)C=CC=CC=1.C1C=CC(P(C2C=CC=CC=2)[C-]2C=CC=C2)=CC=1.C1C=CC(P(C2C=CC=CC=2)[C-]2C=CC=C2)=CC=1.Cl[Pd]Cl.[Fe+2]. The product is [CH3:65][O:64][C:63]([NH:62][C@@H:58]([CH:59]([CH3:61])[CH3:60])[C:57]([N:53]1[CH2:54][CH2:55][CH2:56][C@H:52]1[C:50]1[NH:51][C:47]([C:32]2[CH:33]=[C:34]3[CH2:35][O:36][C:23]4[CH:22]=[C:21]5[C:26]([CH:27]=[CH:28][C:18]6[N:17]=[C:16]([C@@H:6]7[CH2:5][C@@H:4]([CH2:3][O:2][CH3:1])[CH2:8][N:7]7[C:9]([O:11][C:12]([CH3:13])([CH3:14])[CH3:15])=[O:10])[NH:20][C:19]=65)=[CH:25][C:24]=4[C:29]3=[CH:30][CH:31]=2)=[CH:48][N:49]=1)=[O:67])=[O:66]. The yield is 0.450. (5) The reactants are Cl[C:2]1[C:3]([NH2:8])=[N:4][CH:5]=[CH:6][N:7]=1.[CH3:9][O-:10].[Na+]. The catalyst is CO. The product is [CH3:9][O:10][C:2]1[C:3]([NH2:8])=[N:4][CH:5]=[CH:6][N:7]=1. The yield is 0.590.